Dataset: Peptide-MHC class II binding affinity with 134,281 pairs from IEDB. Task: Regression. Given a peptide amino acid sequence and an MHC pseudo amino acid sequence, predict their binding affinity value. This is MHC class II binding data. The peptide sequence is KLSQELHKLQTYPRT. The MHC is DRB4_0101 with pseudo-sequence DRB4_0103. The binding affinity (normalized) is 0.374.